Dataset: Peptide-MHC class II binding affinity with 134,281 pairs from IEDB. Task: Regression. Given a peptide amino acid sequence and an MHC pseudo amino acid sequence, predict their binding affinity value. This is MHC class II binding data. (1) The MHC is DRB1_0101 with pseudo-sequence DRB1_0101. The peptide sequence is CGYKDVDKPPFDGMT. The binding affinity (normalized) is 0.0446. (2) The peptide sequence is ECTLFESLRDEEA. The MHC is HLA-DPA10301-DPB10402 with pseudo-sequence HLA-DPA10301-DPB10402. The binding affinity (normalized) is 0.242. (3) The peptide sequence is TANVPPADKYKTLEA. The MHC is HLA-DQA10301-DQB10302 with pseudo-sequence HLA-DQA10301-DQB10302. The binding affinity (normalized) is 0.170. (4) The peptide sequence is KLLPVPPTVTIFKIS. The MHC is DRB3_0101 with pseudo-sequence DRB3_0101. The binding affinity (normalized) is 0.364. (5) The peptide sequence is APGAAAAPLSWSKDI. The MHC is HLA-DQA10101-DQB10501 with pseudo-sequence HLA-DQA10101-DQB10501. The binding affinity (normalized) is 0. (6) The peptide sequence is VPLYNRFSYIPNGAL. The MHC is DRB1_0301 with pseudo-sequence DRB1_0301. The binding affinity (normalized) is 0.309. (7) The peptide sequence is AEKFKEDVINDFVSS. The MHC is DRB1_0802 with pseudo-sequence DRB1_0802. The binding affinity (normalized) is 0.183. (8) The peptide sequence is IHKASTVLAFPAGVC. The MHC is HLA-DQA10102-DQB10602 with pseudo-sequence HLA-DQA10102-DQB10602. The binding affinity (normalized) is 0.472. (9) The binding affinity (normalized) is 0.322. The MHC is DRB1_1501 with pseudo-sequence DRB1_1501. The peptide sequence is PAAAYATATPAAATA.